This data is from Forward reaction prediction with 1.9M reactions from USPTO patents (1976-2016). The task is: Predict the product of the given reaction. (1) Given the reactants Br.[CH2:2]([N:9]([CH2:21][C@H:22]1[CH2:31][CH2:30][C:29]2[C:24](=[CH:25][CH:26]=[C:27]([Br:32])[CH:28]=2)[O:23]1)[CH2:10][C@H:11]([OH:20])[CH2:12][O:13][C:14]1[CH:19]=[CH:18][CH:17]=[CH:16][CH:15]=1)[C:3]1[CH:8]=[CH:7][CH:6]=[CH:5][CH:4]=1.N1C=CN=C1.[Si:38](Cl)([C:41]([CH3:44])([CH3:43])[CH3:42])([CH3:40])[CH3:39], predict the reaction product. The product is: [Br:32][C:27]1[CH:28]=[C:29]2[C:24](=[CH:25][CH:26]=1)[O:23][C@@H:22]([CH2:21][N:9]([CH2:2][C:3]1[CH:4]=[CH:5][CH:6]=[CH:7][CH:8]=1)[CH2:10][C@H:11]([O:20][Si:38]([C:41]([CH3:44])([CH3:43])[CH3:42])([CH3:40])[CH3:39])[CH2:12][O:13][C:14]1[CH:19]=[CH:18][CH:17]=[CH:16][CH:15]=1)[CH2:31][CH2:30]2. (2) The product is: [CH3:31][N:26]1[CH2:27][CH2:28][CH:24]([O:23][C:20]2[CH:21]=[C:22]3[C:17](=[CH:18][CH:19]=2)[NH:16][N:15]=[C:14]3[S:11]([C:1]2[C:10]3[C:5](=[CH:6][CH:7]=[CH:8][CH:9]=3)[CH:4]=[CH:3][CH:2]=2)(=[O:12])=[O:13])[CH2:25]1. Given the reactants [C:1]1([S:11]([C:14]2[C:22]3[C:17](=[CH:18][CH:19]=[C:20]([O:23][CH:24]4[CH2:28][CH2:27][NH:26][CH2:25]4)[CH:21]=3)[NH:16][N:15]=2)(=[O:13])=[O:12])[C:10]2[C:5](=[CH:6][CH:7]=[CH:8][CH:9]=2)[CH:4]=[CH:3][CH:2]=1.C=O.[C:31](O[BH-](OC(=O)C)OC(=O)C)(=O)C.[Na+], predict the reaction product. (3) Given the reactants P([O-])(O)(O)=O.[Na+].[OH2:7].Cl([O-])=O.[Na+].[I:12][C:13]1[CH:18]=[CH:17][N:16]=[C:15]([O:19][CH3:20])[C:14]=1[CH:21]=[O:22], predict the reaction product. The product is: [I:12][C:13]1[C:14]([C:21]([OH:7])=[O:22])=[C:15]([O:19][CH3:20])[N:16]=[CH:17][CH:18]=1. (4) Given the reactants [Br:1][C:2]1[CH:7]=[CH:6][C:5]([NH:8][C:9]2[CH:17]=[N:16][CH:15]=[CH:14][C:10]=2[C:11]([OH:13])=O)=[C:4]([CH3:18])[CH:3]=1.CCN(C(C)C)C(C)C.Cl.[CH2:29]([O:31][NH2:32])[CH3:30], predict the reaction product. The product is: [Br:1][C:2]1[CH:7]=[CH:6][C:5]([NH:8][C:9]2[CH:17]=[N:16][CH:15]=[CH:14][C:10]=2[C:11]([NH:32][O:31][CH2:29][CH3:30])=[O:13])=[C:4]([CH3:18])[CH:3]=1. (5) Given the reactants C[O:2][C:3](=[O:17])[CH2:4][CH2:5][C:6]1[CH:11]=[C:10]([CH3:12])[CH:9]=[C:8]([NH:13][C:14](=[O:16])[CH3:15])[N:7]=1.[OH-].[Na+], predict the reaction product. The product is: [C:14]([NH:13][C:8]1[N:7]=[C:6]([CH2:5][CH2:4][C:3]([OH:17])=[O:2])[CH:11]=[C:10]([CH3:12])[CH:9]=1)(=[O:16])[CH3:15]. (6) Given the reactants N1C=CC=C2C(N)CCC=12.[CH2:11]([CH:13]1[CH2:21][C:20]2[C:15](=[CH:16][C:17]([O:22][CH3:23])=[CH:18][CH:19]=2)[C:14]1=[N:24]O)[CH3:12], predict the reaction product. The product is: [CH2:11]([C@H:13]1[CH2:21][C:20]2[C:15](=[CH:16][C:17]([O:22][CH3:23])=[CH:18][CH:19]=2)[C@H:14]1[NH2:24])[CH3:12].